This data is from Full USPTO retrosynthesis dataset with 1.9M reactions from patents (1976-2016). The task is: Predict the reactants needed to synthesize the given product. (1) The reactants are: C(O[SiH](O[CH2:9][CH3:10])OCC)C.[C:11]1([C:13](=[CH:15][C:16](=[C:18]([CH:20]=1)C)C)C)[CH3:12]. Given the product [C:11]1([CH:12]([C:10]2[CH:9]=[CH:18][CH:20]=[CH:11][CH:12]=2)[CH2:13][CH2:15][CH3:16])[CH:20]=[CH:18][CH:16]=[CH:15][CH:13]=1, predict the reactants needed to synthesize it. (2) Given the product [Br:1][C:2]1[CH:13]=[CH:12][C:5]2[O:6][CH2:7][C:8](=[O:9])[NH:14][C:4]=2[CH:3]=1, predict the reactants needed to synthesize it. The reactants are: [Br:1][C:2]1[CH:13]=[CH:12][C:5]([O:6][CH2:7][C:8](OC)=[O:9])=[C:4]([N+:14]([O-])=O)[CH:3]=1. (3) Given the product [NH2:19][C:17]1[N:16]=[C:15]([NH2:26])[CH:14]=[C:13]([CH2:12][CH2:11][CH2:10][CH2:9][CH2:8][CH2:7][CH:6]([C:33]2[CH:34]=[N:35][C:36]3[C:41]([CH:42]=2)=[CH:40][CH:39]=[CH:38][CH:37]=3)[CH2:5][C:4]([OH:43])=[O:3])[N:18]=1, predict the reactants needed to synthesize it. The reactants are: C([O:3][C:4](=[O:43])[CH2:5][CH:6]([C:33]1[CH:34]=[N:35][C:36]2[C:41]([CH:42]=1)=[CH:40][CH:39]=[CH:38][CH:37]=2)[CH2:7][CH2:8][CH2:9][CH2:10][CH2:11][CH2:12][C:13]1[N:18]=[C:17]([NH:19]C(=O)C(C)(C)C)[N:16]=[C:15]([NH:26]C(=O)C(C)(C)C)[CH:14]=1)C.O.[Li+].[OH-]. (4) Given the product [CH2:13]1[CH:11]2[CH2:12][NH:8][CH2:9][CH:10]2[CH2:15][N:14]1[C:16]([C:18]1[CH:23]=[CH:22][C:21]([O:24][CH3:25])=[CH:20][C:19]=1[N:26]1[N:27]=[CH:28][CH:29]=[N:30]1)=[O:17], predict the reactants needed to synthesize it. The reactants are: C([N:8]1[CH2:12][CH:11]2[CH2:13][N:14]([C:16]([C:18]3[CH:23]=[CH:22][C:21]([O:24][CH3:25])=[CH:20][C:19]=3[N:26]3[N:30]=[CH:29][CH:28]=[N:27]3)=[O:17])[CH2:15][CH:10]2[CH2:9]1)C1C=CC=CC=1. (5) Given the product [CH:12]([C:11]1[CH:10]=[C:9]([CH2:24][C:23]([O:22][CH2:20][CH3:21])=[O:26])[CH:16]=[CH:15][CH:14]=1)=[O:13], predict the reactants needed to synthesize it. The reactants are: CC1(C)C(C)(C)OB([C:9]2[CH:10]=[C:11]([CH:14]=[CH:15][CH:16]=2)[CH:12]=[O:13])O1.[F-].[K+].[CH2:20]([O:22][C:23](=[O:26])[CH2:24]Br)[CH3:21]. (6) Given the product [Cl:1][C:2]1[CH:3]=[C:4]([NH2:11])[C:5](=[CH:9][CH:10]=1)[C:6]([O-:8])=[O:7].[NH4+:14], predict the reactants needed to synthesize it. The reactants are: [Cl:1][C:2]1[CH:3]=[C:4]([NH2:11])[C:5](=[CH:9][CH:10]=1)[C:6]([OH:8])=[O:7].CO.[NH3:14]. (7) The reactants are: [Cl:1][C:2]1[C:11]([NH:12][S:13]([C:16]2[CH:21]=[CH:20][CH:19]=[CH:18][C:17]=2[N+:22]([O-])=O)(=[O:15])=[O:14])=[C:10]2[C:5]([C:6]([O:25][CH3:26])=[CH:7][CH:8]=[N:9]2)=[CH:4][CH:3]=1.Cl[Sn]Cl. Given the product [NH2:22][C:17]1[CH:18]=[CH:19][CH:20]=[CH:21][C:16]=1[S:13]([NH:12][C:11]1[C:2]([Cl:1])=[CH:3][CH:4]=[C:5]2[C:10]=1[N:9]=[CH:8][CH:7]=[C:6]2[O:25][CH3:26])(=[O:14])=[O:15], predict the reactants needed to synthesize it.